From a dataset of Catalyst prediction with 721,799 reactions and 888 catalyst types from USPTO. Predict which catalyst facilitates the given reaction. (1) Reactant: C([Li])CCC.Br[C:7]1[CH:12]=[CH:11][CH:10]=[C:9]([CH3:13])[N:8]=1.[CH2:14]([C:16]1[O:20][C:19]([CH:21]=[O:22])=[CH:18][CH:17]=1)[CH3:15]. Product: [CH2:14]([C:16]1[O:20][C:19]([CH:21]([C:7]2[CH:12]=[CH:11][CH:10]=[C:9]([CH3:13])[N:8]=2)[OH:22])=[CH:18][CH:17]=1)[CH3:15]. The catalyst class is: 1. (2) Reactant: Br[C:2]1[CH:3]=[N:4][CH:5]=[CH:6][CH:7]=1.C([Li])CCC.CCCCCC.CON(C)[C:22](=[O:32])[CH2:23][NH:24][C:25](=[O:31])[O:26][C:27]([CH3:30])([CH3:29])[CH3:28]. Product: [O:32]=[C:22]([C:2]1[CH:3]=[N:4][CH:5]=[CH:6][CH:7]=1)[CH2:23][NH:24][C:25](=[O:31])[O:26][C:27]([CH3:29])([CH3:28])[CH3:30]. The catalyst class is: 1. (3) Reactant: C[O:2][C:3]([C:5]1[C:6]([CH:25]([CH3:27])[CH3:26])=[N:7][C:8]2[C:13]([C:14]=1[C:15]1[CH:20]=[CH:19][C:18]([F:21])=[C:17]([Cl:22])[CH:16]=1)=[CH:12][C:11]([Cl:23])=[CH:10][C:9]=2[Cl:24])=[O:4].[I-].[Li+]. Product: [Cl:23][C:11]1[CH:12]=[C:13]2[C:8](=[C:9]([Cl:24])[CH:10]=1)[N:7]=[C:6]([CH:25]([CH3:26])[CH3:27])[C:5]([C:3]([OH:4])=[O:2])=[C:14]2[C:15]1[CH:20]=[CH:19][C:18]([F:21])=[C:17]([Cl:22])[CH:16]=1. The catalyst class is: 17.